Dataset: Forward reaction prediction with 1.9M reactions from USPTO patents (1976-2016). Task: Predict the product of the given reaction. Given the reactants O=P(Cl)(Cl)Cl.[CH3:6][O:7][C:8]1[CH:13]=[CH:12][C:11]([O:14][CH3:15])=[CH:10][C:9]=1[OH:16].CN([CH:20]=[O:21])C.[OH-].[Na+].OS([O-])(=O)=O.[Na+], predict the reaction product. The product is: [OH:16][C:9]1[C:8]([O:7][CH3:6])=[CH:13][C:12]([CH:20]=[O:21])=[C:11]([O:14][CH3:15])[CH:10]=1.